Dataset: Reaction yield outcomes from USPTO patents with 853,638 reactions. Task: Predict the reaction yield, written as a fraction of the theoretical maximum amount of product (1.0 means a 100% yield; for example, 0.34 means a 34% yield). (1) The reactants are [Cl:1][C:2]1[CH:7]=[CH:6][CH:5]=[CH:4][C:3]=1[S:8]([C@H:11]1[CH2:15][NH:14][C@H:13]([C:16]([NH:18][C:19]2([C:22]#[N:23])[CH2:21][CH2:20]2)=[O:17])[CH2:12]1)(=[O:10])=[O:9].[C:24]([O:28][C:29]([N:31]1[CH2:36][CH2:35][N:34]([C:37]2([C:40](O)=[O:41])[CH2:39][CH2:38]2)[CH2:33][CH2:32]1)=[O:30])([CH3:27])([CH3:26])[CH3:25]. No catalyst specified. The product is [Cl:1][C:2]1[CH:7]=[CH:6][CH:5]=[CH:4][C:3]=1[S:8]([C@H:11]1[CH2:15][N:14]([C:40]([C:37]2([N:34]3[CH2:35][CH2:36][N:31]([C:29]([O:28][C:24]([CH3:27])([CH3:26])[CH3:25])=[O:30])[CH2:32][CH2:33]3)[CH2:39][CH2:38]2)=[O:41])[C@H:13]([C:16](=[O:17])[NH:18][C:19]2([C:22]#[N:23])[CH2:21][CH2:20]2)[CH2:12]1)(=[O:10])=[O:9]. The yield is 0.910. (2) The reactants are [F:1][C:2]([F:15])([F:14])[S:3]([O:6]S(C(F)(F)F)(=O)=O)(=[O:5])=[O:4].[C:16]([O:20][C:21]([NH:23][C@@H:24]([CH2:29][C:30]1[CH:35]=[CH:34][C:33](O)=[CH:32][CH:31]=1)[C:25]([O:27][CH3:28])=[O:26])=[O:22])([CH3:19])([CH3:18])[CH3:17].C(N(CC)CC)C.C([O-])(O)=O.[Na+]. The catalyst is C(Cl)Cl. The product is [CH3:28][O:27][C:25](=[O:26])[C@@H:24]([NH:23][C:21]([O:20][C:16]([CH3:18])([CH3:17])[CH3:19])=[O:22])[CH2:29][C:30]1[CH:35]=[CH:34][C:33]([O:6][S:3]([C:2]([F:15])([F:14])[F:1])(=[O:5])=[O:4])=[CH:32][CH:31]=1. The yield is 0.800. (3) The reactants are [C:1]1([S:11]([NH2:14])(=[O:13])=[O:12])[C:2]([S:7]([NH2:10])(=[O:9])=[O:8])=[CH:3][CH:4]=[CH:5][CH:6]=1.[O:15]1[C:20]2=[CH:21][CH:22]=[CH:23][C:19]2=[CH:18][CH:17]=[C:16]1[C:24]1[CH:32]=[CH:31][CH:30]=[CH:29][C:25]=1[C:26](O)=[O:27].C(Cl)CCl. The catalyst is CN(C1C=CN=CC=1)C.CN(C=O)C.O. The product is [O:15]1[C:20]2=[CH:21][CH:22]=[CH:23][C:19]2=[CH:18][CH:17]=[C:16]1[C:24]1[CH:32]=[CH:31][CH:30]=[CH:29][C:25]=1[C:26]([NH:10][S:7]([C:2]1[CH:3]=[CH:4][CH:5]=[CH:6][C:1]=1[S:11](=[O:13])(=[O:12])[NH2:14])(=[O:9])=[O:8])=[O:27]. The yield is 0.150.